Task: Predict the product of the given reaction.. Dataset: Forward reaction prediction with 1.9M reactions from USPTO patents (1976-2016) (1) Given the reactants [NH2:1][C@H:2]1[CH2:6][CH2:5][N:4]([CH:7]2[CH2:12][CH2:11][N:10]([C:13]3[S:17][N:16]=[C:15]([CH:18]([CH3:20])[CH3:19])[N:14]=3)[CH2:9][CH2:8]2)[C:3]1=[O:21].F[C:23]1[CH:28]=[CH:27][C:26]([S:29]([CH3:32])(=[O:31])=[O:30])=[CH:25][C:24]=1[F:33].C([O-])([O-])=O.[Na+].[Na+], predict the reaction product. The product is: [F:33][C:24]1[CH:25]=[C:26]([S:29]([CH3:32])(=[O:31])=[O:30])[CH:27]=[CH:28][C:23]=1[NH:1][C@H:2]1[CH2:6][CH2:5][N:4]([CH:7]2[CH2:8][CH2:9][N:10]([C:13]3[S:17][N:16]=[C:15]([CH:18]([CH3:19])[CH3:20])[N:14]=3)[CH2:11][CH2:12]2)[C:3]1=[O:21]. (2) The product is: [C:22]1([C:28]([C:29]2[CH:30]=[CH:31][CH:32]=[CH:33][CH:34]=2)([C:35]2[CH:36]=[CH:37][CH:38]=[CH:39][CH:40]=2)[N:2]2[C:6]3[CH:7]=[CH:8][C:9]([C:11]([O:13][CH3:14])=[O:12])=[CH:10][C:5]=3[N:4]=[CH:3]2)[CH:23]=[CH:24][CH:25]=[CH:26][CH:27]=1. Given the reactants Cl.[N:2]1[C:6]2[CH:7]=[CH:8][C:9]([C:11]([O:13][CH3:14])=[O:12])=[CH:10][C:5]=2[NH:4][CH:3]=1.C(N(CC)CC)C.[C:22]1([C:28](Cl)([C:35]2[CH:40]=[CH:39][CH:38]=[CH:37][CH:36]=2)[C:29]2[CH:34]=[CH:33][CH:32]=[CH:31][CH:30]=2)[CH:27]=[CH:26][CH:25]=[CH:24][CH:23]=1, predict the reaction product. (3) Given the reactants [OH:1][CH:2]1[CH:9]2[CH2:10][C:5]3([C:12]([NH:14][C@H:15]4[CH2:20][CH2:19][CH2:18][NH:17][CH2:16]4)=[O:13])[CH2:6][CH:7]([CH2:11][CH:3]1[CH2:4]3)[CH2:8]2.C(Cl)Cl.C(N(CC)CC)C.Cl[C:32]([O:34][C:35]1[CH:40]=[CH:39][C:38]([N+:41]([O-:43])=[O:42])=[CH:37][CH:36]=1)=[O:33], predict the reaction product. The product is: [OH:1][CH:2]1[CH:9]2[CH2:10][C:5]3([C:12]([NH:14][C@H:15]4[CH2:20][CH2:19][CH2:18][N:17]([C:32]([O:34][C:35]5[CH:36]=[CH:37][C:38]([N+:41]([O-:43])=[O:42])=[CH:39][CH:40]=5)=[O:33])[CH2:16]4)=[O:13])[CH2:6][CH:7]([CH2:11][CH:3]1[CH2:4]3)[CH2:8]2. (4) The product is: [CH3:1][O:2][C:3]1[CH:8]=[CH:7][C:6]([C:9]([C:37]2[CH:42]=[CH:41][C:40]([O:43][CH3:44])=[CH:39][CH:38]=2)([C:31]2[CH:36]=[CH:35][CH:34]=[CH:33][CH:32]=2)[NH:10][C:11]2[O:12][C@H:13]([C:27]([F:30])([F:29])[F:28])[CH2:14][C@:15]([C:18]3[CH:23]=[C:22]([C:49]4[CH:50]=[N:45][CH:46]=[N:47][CH:48]=4)[C:21]([F:25])=[CH:20][C:19]=3[F:26])([CH3:17])[N:16]=2)=[CH:5][CH:4]=1. Given the reactants [CH3:1][O:2][C:3]1[CH:8]=[CH:7][C:6]([C:9]([C:37]2[CH:42]=[CH:41][C:40]([O:43][CH3:44])=[CH:39][CH:38]=2)([C:31]2[CH:36]=[CH:35][CH:34]=[CH:33][CH:32]=2)[NH:10][C:11]2[O:12][C@H:13]([C:27]([F:30])([F:29])[F:28])[CH2:14][C@:15]([C:18]3[CH:23]=[C:22](Br)[C:21]([F:25])=[CH:20][C:19]=3[F:26])([CH3:17])[N:16]=2)=[CH:5][CH:4]=1.[N:45]1[CH:50]=[C:49](B(O)O)[CH:48]=[N:47][CH:46]=1, predict the reaction product. (5) Given the reactants C(N(C(C)C)CC)(C)C.CCN=C=NCCCN(C)C.Cl.C1C=CC2N(O)N=NC=2C=1.[CH3:32][O:33][C:34](=[O:44])[CH2:35][CH2:36][CH2:37][CH2:38][CH2:39][CH2:40][C:41]([OH:43])=O.Cl.[NH2:46][CH2:47][C:48]([C:50]1[CH:55]=[C:54]([Cl:56])[CH:53]=[CH:52][C:51]=1[O:57][CH:58]([CH3:60])[CH3:59])=[O:49], predict the reaction product. The product is: [CH3:32][O:33][C:34](=[O:44])[CH2:35][CH2:36][CH2:37][CH2:38][CH2:39][CH2:40][C:41](=[O:43])[NH:46][CH2:47][C:48]([C:50]1[CH:55]=[C:54]([Cl:56])[CH:53]=[CH:52][C:51]=1[O:57][CH:58]([CH3:60])[CH3:59])=[O:49]. (6) Given the reactants [CH3:1][C:2]1[O:6][N:5]=[C:4]([C:7]2[CH:12]=[CH:11][CH:10]=[CH:9][CH:8]=2)[C:3]=1[CH2:13][O:14][C:15]1[CH:23]=[CH:22][C:18]([C:19]([OH:21])=O)=[CH:17][N:16]=1.F[B-](F)(F)F.[N:29]1(OC(N(C)C)=[N+](C)C)[C:33]2[CH:34]=[CH:35][CH:36]=[CH:37][C:32]=2[N:31]=N1.C(N(CC)C(C)C)(C)C.NCC1C=CC=CN=1, predict the reaction product. The product is: [CH3:1][C:2]1[O:6][N:5]=[C:4]([C:7]2[CH:8]=[CH:9][CH:10]=[CH:11][CH:12]=2)[C:3]=1[CH2:13][O:14][C:15]1[CH:23]=[CH:22][C:18]([C:19]([NH:31][CH2:32][C:37]2[CH:36]=[CH:35][CH:34]=[CH:33][N:29]=2)=[O:21])=[CH:17][N:16]=1. (7) Given the reactants [CH3:1][CH:2]([NH:6][CH2:7][C:8]1[S:12][C:11](B(O)O)=[CH:10][CH:9]=1)[CH2:3][CH2:4][CH3:5].Br[C:17]1[CH:18]=[C:19]2[C:23](=[C:24]([C:26]([NH2:28])=[O:27])[CH:25]=1)[NH:22][CH:21]=[C:20]2[CH:29]1[CH2:34][CH2:33][N:32]([S:35]([CH2:38][CH3:39])(=[O:37])=[O:36])[CH2:31][CH2:30]1.C([O-])([O-])=O.[K+].[K+], predict the reaction product. The product is: [CH2:38]([S:35]([N:32]1[CH2:31][CH2:30][CH:29]([C:20]2[C:19]3[C:23](=[C:24]([C:26]([NH2:28])=[O:27])[CH:25]=[C:17]([C:11]4[S:12][C:8]([CH2:7][NH:6][CH:2]([CH3:1])[CH2:3][CH2:4][CH3:5])=[CH:9][CH:10]=4)[CH:18]=3)[NH:22][CH:21]=2)[CH2:34][CH2:33]1)(=[O:37])=[O:36])[CH3:39].